This data is from Reaction yield outcomes from USPTO patents with 853,638 reactions. The task is: Predict the reaction yield, written as a fraction of the theoretical maximum amount of product (1.0 means a 100% yield; for example, 0.34 means a 34% yield). (1) The reactants are [CH3:1][O:2][C:3](=[O:12])[C:4]1[C:9](I)=[CH:8][CH:7]=[CH:6][C:5]=1[F:11].C([Mg]Cl)(C)C.C(O[B:22]1[O:26][C:25]([CH3:28])([CH3:27])[C:24]([CH3:30])([CH3:29])[O:23]1)(C)C.[NH4+].[Cl-]. The catalyst is C1COCC1. The product is [CH3:1][O:2][C:3](=[O:12])[C:4]1[C:9]([B:22]2[O:26][C:25]([CH3:28])([CH3:27])[C:24]([CH3:30])([CH3:29])[O:23]2)=[CH:8][CH:7]=[CH:6][C:5]=1[F:11]. The yield is 0.750. (2) The reactants are [Cl:1][C:2]1[CH:7]=[CH:6][C:5]([CH:8]([C:10]2[N:11]([CH3:21])[C:12]([S:15][CH2:16][CH2:17][N:18]([CH3:20])[CH3:19])=[N:13][CH:14]=2)[OH:9])=[CH:4][CH:3]=1. The catalyst is ClCCl.O=[Mn]=O. The product is [Cl:1][C:2]1[CH:7]=[CH:6][C:5]([C:8]([C:10]2[N:11]([CH3:21])[C:12]([S:15][CH2:16][CH2:17][N:18]([CH3:19])[CH3:20])=[N:13][CH:14]=2)=[O:9])=[CH:4][CH:3]=1. The yield is 0.870. (3) The reactants are C([O:4][CH2:5][C:6]([CH3:45])([CH3:44])[CH2:7][N:8]1[C:14]2[CH:15]=[CH:16][C:17]([Cl:19])=[CH:18][C:13]=2[C@H:12]([C:20]2C=C[CH:23]=[C:22](C)[C:21]=2[CH3:27])[O:11][C@H:10]([CH2:28][C:29]([NH:31][C:32]2[CH:33]=[CH:34][C:35]([CH3:42])=[C:36]([CH:41]=2)[C:37]([O:39]C)=[O:38])=[O:30])[C:9]1=[O:43])(=O)C.[OH-].[Na+].C(O)C. The catalyst is O. The product is [Cl:19][C:17]1[CH:16]=[CH:15][C:14]2[N:8]([CH2:7][C:6]([CH3:44])([CH3:45])[CH2:5][OH:4])[C:9](=[O:43])[C@@H:10]([CH2:28][C:29]([NH:31][C:32]3[CH:33]=[CH:34][C:35]([CH3:42])=[C:36]([CH:41]=3)[C:37]([OH:39])=[O:38])=[O:30])[O:11][C@@H:12]([CH2:20][CH:21]([CH3:27])[CH2:22][CH3:23])[C:13]=2[CH:18]=1. The yield is 0.330. (4) The reactants are [O:1]1[C:5]2([CH2:10][CH2:9][CH:8]([NH:11][C:12]3[NH:16][N:15]=[CH:14][CH:13]=3)[CH2:7][CH2:6]2)[O:4][CH2:3][CH2:2]1.N12CCCN=C1CCCCC2.[C:28]([C:30]1[CH:35]=[CH:34][CH:33]=[CH:32][C:31]=1[C:36]1[CH:41]=[CH:40][C:39]([CH2:42][CH:43]([C:49](=O)[CH2:50][CH2:51][CH3:52])[C:44](OCC)=[O:45])=[C:38]([O:54][CH3:55])[CH:37]=1)#[N:29].C(OCC)(=O)C. The catalyst is CCN(C1C=CC=CC=1)CC.O. The product is [O:4]1[C:5]2([CH2:6][CH2:7][CH:8]([N:11]3[C:44](=[O:45])[C:43]([CH2:42][C:39]4[CH:40]=[CH:41][C:36]([C:31]5[C:30]([C:28]#[N:29])=[CH:35][CH:34]=[CH:33][CH:32]=5)=[CH:37][C:38]=4[O:54][CH3:55])=[C:49]([CH2:50][CH2:51][CH3:52])[N:16]4[N:15]=[CH:14][CH:13]=[C:12]34)[CH2:9][CH2:10]2)[O:1][CH2:2][CH2:3]1. The yield is 0.830. (5) The reactants are [O:1]1[C:5]2[CH:6]=[CH:7][CH:8]=[CH:9][C:4]=2[CH:3]=[C:2]1[C:10]([NH:12][C:13]1[S:14][CH:15]=[C:16](OS(C(F)(F)F)(=O)=O)[C:17]=1[C:18]([O:20]C(C)(C)C)=[O:19])=[O:11].[CH3:33][C:34]1[CH:35]=[CH:36][C:37](B(O)O)=[C:38]2[C:43]=1[N:42]=[CH:41][CH:40]=[CH:39]2.C(=O)([O-])[O-].[Na+].[Na+].C(O)C. The catalyst is C1C=CC([P]([Pd]([P](C2C=CC=CC=2)(C2C=CC=CC=2)C2C=CC=CC=2)([P](C2C=CC=CC=2)(C2C=CC=CC=2)C2C=CC=CC=2)[P](C2C=CC=CC=2)(C2C=CC=CC=2)C2C=CC=CC=2)(C2C=CC=CC=2)C2C=CC=CC=2)=CC=1.O.C1(C)C=CC=CC=1. The product is [O:1]1[C:5]2[CH:6]=[CH:7][CH:8]=[CH:9][C:4]=2[CH:3]=[C:2]1[C:10]([NH:12][C:13]1[S:14][CH:15]=[C:16]([C:37]2[CH:36]=[CH:35][C:34]([CH3:33])=[C:43]3[C:38]=2[CH:39]=[CH:40][CH:41]=[N:42]3)[C:17]=1[C:18]([OH:20])=[O:19])=[O:11]. The yield is 0.310. (6) The yield is 0.980. The catalyst is CCO. The reactants are [NH2:1][C:2]1[C:7]([N+:8]([O-])=O)=[CH:6][C:5]([Br:11])=[CH:4][N:3]=1. The product is [Br:11][C:5]1[CH:6]=[C:7]([NH2:8])[C:2]([NH2:1])=[N:3][CH:4]=1. (7) The reactants are C1C=CC2N(O)N=NC=2C=1.CCN(C(C)C)C(C)C.Cl.[C:21]1([C:27]2[NH:31][N:30]=[C:29]([C:32]([OH:34])=O)[CH:28]=2)[CH:26]=[CH:25][CH:24]=[CH:23][CH:22]=1.CCN=C=NCCCN(C)C.Cl.[NH2:47][CH2:48][C:49]([N:51]1[CH2:56][CH2:55][N:54]([C:57](=[O:68])[C:58]2[CH:63]=[CH:62][CH:61]=[CH:60][C:59]=2[C:64]([F:67])([F:66])[F:65])[CH2:53][CH2:52]1)=[O:50]. The catalyst is CN(C=O)C.O. The product is [O:50]=[C:49]([N:51]1[CH2:52][CH2:53][N:54]([C:57](=[O:68])[C:58]2[CH:63]=[CH:62][CH:61]=[CH:60][C:59]=2[C:64]([F:67])([F:66])[F:65])[CH2:55][CH2:56]1)[CH2:48][NH:47][C:32]([C:29]1[CH:28]=[C:27]([C:21]2[CH:22]=[CH:23][CH:24]=[CH:25][CH:26]=2)[NH:31][N:30]=1)=[O:34]. The yield is 0.620. (8) The reactants are [Cl:1][C:2]1[CH:11]=[CH:10][C:9]2[C:8](=[O:12])[CH2:7][C:6]([CH3:14])([CH3:13])[CH2:5][C:4]=2[N:3]=1.[CH2:15]([OH:22])[C:16]1[CH:21]=[CH:20][CH:19]=[CH:18][CH:17]=1. No catalyst specified. The product is [ClH:1].[CH2:15]([O:22][C:2]1[CH:11]=[CH:10][C:9]2[C:8](=[O:12])[CH2:7][C:6]([CH3:14])([CH3:13])[CH2:5][C:4]=2[N:3]=1)[C:16]1[CH:21]=[CH:20][CH:19]=[CH:18][CH:17]=1. The yield is 0.330.